This data is from CYP3A4 inhibition data for predicting drug metabolism from PubChem BioAssay. The task is: Regression/Classification. Given a drug SMILES string, predict its absorption, distribution, metabolism, or excretion properties. Task type varies by dataset: regression for continuous measurements (e.g., permeability, clearance, half-life) or binary classification for categorical outcomes (e.g., BBB penetration, CYP inhibition). Dataset: cyp3a4_veith. (1) The compound is O=C(O)c1[nH]c(=O)[nH]c(=O)c1CN1CCCCC1. The result is 0 (non-inhibitor). (2) The result is 0 (non-inhibitor). The compound is Cc1c(C=NCCOCc2ccccc2)cnn1C. (3) The result is 0 (non-inhibitor). The molecule is CN(C)CCOC(=O)COc1ccc(Cl)cc1. (4) The molecule is Cn1c(=O)n(CC#N)c2ccccc21. The result is 0 (non-inhibitor). (5) The compound is CCNc1ncc2nc(-c3ccccc3)c(=O)n(C)c2n1. The result is 0 (non-inhibitor). (6) The drug is O=C(O)[C@@H](O)[C@@H](O)[C@@H](O[C@H]1O[C@@H](CO)[C@@H](O)[C@@H](O)[C@@H]1O)[C@@H](O)CO. The result is 0 (non-inhibitor). (7) The drug is COc1ccc(-n2c(C)cc(C=O)c2C)cc1Cl. The result is 0 (non-inhibitor).